This data is from Reaction yield outcomes from USPTO patents with 853,638 reactions. The task is: Predict the reaction yield, written as a fraction of the theoretical maximum amount of product (1.0 means a 100% yield; for example, 0.34 means a 34% yield). (1) The reactants are [CH3:1][C:2]1([CH3:21])[C:10]2[C:5](=[CH:6][CH:7]=[CH:8][CH:9]=2)[C@@H:4]([NH:11][C@H](C2C=CC=CC=2)CO)[CH2:3]1.C([O-])(=O)C.C([O-])(=O)C.C([O-])(=O)C.C([O-])(=O)C.[Pb+4].Cl. The catalyst is CO. The product is [CH3:1][C:2]1([CH3:21])[C:10]2[C:5](=[CH:6][CH:7]=[CH:8][CH:9]=2)[C@@H:4]([NH2:11])[CH2:3]1. The yield is 0.510. (2) The reactants are [NH2:1][C:2]1[CH:30]=[CH:29][C:5]([O:6][C:7]2[CH:12]=[CH:11][N:10]=[C:9]([NH:13][C:14]([N:16]3[CH2:21][CH2:20][CH:19]([N:22]4[CH2:25][CH:24]([N:26]([CH3:28])[CH3:27])[CH2:23]4)[CH2:18][CH2:17]3)=[O:15])[CH:8]=2)=[C:4]([F:31])[CH:3]=1.[C@]12(CS(O)(=O)=O)C(C)(C)C(CC1)CC2=O.[C:47]1([CH2:53][C:54]([N:56]=[C:57]=[S:58])=[O:55])[CH:52]=[CH:51][CH:50]=[CH:49][CH:48]=1.C(=O)([O-])O.[Na+]. The catalyst is C(O)C.C1(C)C=CC=CC=1.CCCCCC.C(OCC)C.C(OCC)(=O)C. The product is [F:31][C:4]1[CH:3]=[C:2]([NH:1][C:57]([NH:56][C:54](=[O:55])[CH2:53][C:47]2[CH:48]=[CH:49][CH:50]=[CH:51][CH:52]=2)=[S:58])[CH:30]=[CH:29][C:5]=1[O:6][C:7]1[CH:12]=[CH:11][N:10]=[C:9]([NH:13][C:14]([N:16]2[CH2:21][CH2:20][CH:19]([N:22]3[CH2:23][CH:24]([N:26]([CH3:27])[CH3:28])[CH2:25]3)[CH2:18][CH2:17]2)=[O:15])[CH:8]=1. The yield is 0.257. (3) The reactants are O1CCCC1.CS(C)=O.[O:10]1[CH2:14][CH2:13][CH2:12][CH:11]1[CH2:15][CH2:16][C:17]1[CH:22]=[CH:21][C:20](/[CH:23]=[CH:24]/[N+:25]([O-:27])=[O:26])=[CH:19][CH:18]=1.C(O)(=O)C.[BH4-].[Na+]. The catalyst is O. The product is [O:10]1[CH2:14][CH2:13][CH2:12][CH:11]1[CH2:15][CH2:16][C:17]1[CH:22]=[CH:21][C:20]([CH2:23][CH2:24][N+:25]([O-:27])=[O:26])=[CH:19][CH:18]=1. The yield is 0.650. (4) The reactants are [Cl:1][C:2]1[CH:3]=[C:4]([CH2:9][OH:10])[CH:5]=[C:6]([Cl:8])[CH:7]=1.N1C(C)=CC=CC=1C.O([Si:27]([CH:34]([CH3:36])[CH3:35])([CH:31]([CH3:33])[CH3:32])[CH:28]([CH3:30])[CH3:29])S(C(F)(F)F)(=O)=O. The catalyst is C(Cl)Cl.O. The product is [Cl:1][C:2]1[CH:3]=[C:4]([CH:5]=[C:6]([Cl:8])[CH:7]=1)[CH2:9][O:10][Si:27]([CH:34]([CH3:36])[CH3:35])([CH:31]([CH3:33])[CH3:32])[CH:28]([CH3:30])[CH3:29]. The yield is 0.790.